Dataset: Catalyst prediction with 721,799 reactions and 888 catalyst types from USPTO. Task: Predict which catalyst facilitates the given reaction. (1) Reactant: [NH2:1][CH2:2][C:3]([O:5][CH2:6][CH3:7])=[O:4].[C:8](Cl)(=[O:15])[C:9]1[CH:14]=[CH:13][CH:12]=[CH:11][CH:10]=1. Product: [CH2:6]([O:5][C:3](=[O:4])[CH2:2][NH:1][C:8](=[O:15])[C:9]1[CH:14]=[CH:13][CH:12]=[CH:11][CH:10]=1)[CH3:7]. The catalyst class is: 2. (2) Reactant: [Cl:1][C:2]1[C:3]([C:8]2([O:15][CH3:16])[CH2:13][CH2:12][C:11](=[O:14])[CH2:10][CH2:9]2)=[N:4][CH:5]=[CH:6][CH:7]=1.[F:17][C:18]([F:37])([F:36])[S:19](N(C1C=CC=CC=1)[S:19]([C:18]([F:37])([F:36])[F:17])(=[O:21])=[O:20])(=[O:21])=[O:20].C[Si]([N-][Si](C)(C)C)(C)C.[Li+]. Product: [F:17][C:18]([F:37])([F:36])[S:19]([O:14][C:11]1[CH2:10][CH2:9][C:8]([C:3]2[C:2]([Cl:1])=[CH:7][CH:6]=[CH:5][N:4]=2)([O:15][CH3:16])[CH2:13][CH:12]=1)(=[O:21])=[O:20]. The catalyst class is: 7.